This data is from NCI-60 drug combinations with 297,098 pairs across 59 cell lines. The task is: Regression. Given two drug SMILES strings and cell line genomic features, predict the synergy score measuring deviation from expected non-interaction effect. (1) Drug 1: CC1CCC2CC(C(=CC=CC=CC(CC(C(=O)C(C(C(=CC(C(=O)CC(OC(=O)C3CCCCN3C(=O)C(=O)C1(O2)O)C(C)CC4CCC(C(C4)OC)O)C)C)O)OC)C)C)C)OC. Drug 2: CC(C)(C#N)C1=CC(=CC(=C1)CN2C=NC=N2)C(C)(C)C#N. Cell line: UO-31. Synergy scores: CSS=0.987, Synergy_ZIP=1.06, Synergy_Bliss=1.92, Synergy_Loewe=-0.399, Synergy_HSA=-0.400. (2) Drug 1: C1=CC=C(C=C1)NC(=O)CCCCCCC(=O)NO. Drug 2: C(CCl)NC(=O)N(CCCl)N=O. Cell line: SNB-75. Synergy scores: CSS=3.39, Synergy_ZIP=-2.54, Synergy_Bliss=-1.52, Synergy_Loewe=-10.9, Synergy_HSA=-2.69. (3) Drug 1: CC(C)NC(=O)C1=CC=C(C=C1)CNNC.Cl. Drug 2: C(CCl)NC(=O)N(CCCl)N=O. Cell line: CAKI-1. Synergy scores: CSS=4.29, Synergy_ZIP=-2.07, Synergy_Bliss=1.56, Synergy_Loewe=0.421, Synergy_HSA=2.35. (4) Drug 1: CC12CCC(CC1=CCC3C2CCC4(C3CC=C4C5=CN=CC=C5)C)O. Synergy scores: CSS=-0.221, Synergy_ZIP=-0.463, Synergy_Bliss=-4.69, Synergy_Loewe=-6.98, Synergy_HSA=-6.35. Drug 2: C1CN(P(=O)(OC1)NCCCl)CCCl. Cell line: SW-620. (5) Drug 2: C(=O)(N)NO. Synergy scores: CSS=13.7, Synergy_ZIP=3.05, Synergy_Bliss=6.53, Synergy_Loewe=7.01, Synergy_HSA=6.86. Cell line: 786-0. Drug 1: CC(C1=C(C=CC(=C1Cl)F)Cl)OC2=C(N=CC(=C2)C3=CN(N=C3)C4CCNCC4)N. (6) Drug 1: CC1OCC2C(O1)C(C(C(O2)OC3C4COC(=O)C4C(C5=CC6=C(C=C35)OCO6)C7=CC(=C(C(=C7)OC)O)OC)O)O. Drug 2: CC1C(C(CC(O1)OC2CC(CC3=C2C(=C4C(=C3O)C(=O)C5=CC=CC=C5C4=O)O)(C(=O)C)O)N)O. Cell line: SK-MEL-5. Synergy scores: CSS=67.7, Synergy_ZIP=-3.62, Synergy_Bliss=-0.399, Synergy_Loewe=2.60, Synergy_HSA=4.12.